The task is: Predict the product of the given reaction.. This data is from Forward reaction prediction with 1.9M reactions from USPTO patents (1976-2016). (1) Given the reactants C(OC(=O)[C:7]([C:20]#[N:21])=[CH:8][NH:9][C:10]1[CH:15]=[CH:14][C:13]([Br:16])=[CH:12][C:11]=1[C:17](=O)[CH3:18])(C)(C)C.CC([O-])(C)C.[K+].C(O)(C)(C)C, predict the reaction product. The product is: [Br:16][C:13]1[CH:12]=[C:11]2[C:10](=[CH:15][CH:14]=1)[N:9]=[CH:8][C:7]([C:20]#[N:21])=[C:17]2[CH3:18]. (2) Given the reactants [CH3:1][O:2][C:3](=[O:31])[C@H:4]([OH:30])[CH2:5][N:6]([CH2:15][C:16]1[CH:21]=[CH:20][C:19]([C:22]2[CH:27]=[C:26]([Cl:28])[CH:25]=[CH:24][C:23]=2[F:29])=[CH:18][CH:17]=1)[NH:7]C(OC(C)(C)C)=O.[ClH:32].[CH3:33]CO, predict the reaction product. The product is: [CH2:1]([O:2][C:3](=[O:31])[C@H:4]([OH:30])[CH2:5][N:6]([CH2:15][C:16]1[CH:21]=[CH:20][C:19]([C:22]2[CH:27]=[C:26]([Cl:28])[CH:25]=[CH:24][C:23]=2[F:29])=[CH:18][CH:17]=1)[NH2:7])[CH3:33].[ClH:32]. (3) Given the reactants [C:1]([N:5]1[C:9]2[N:10]=[C:11]([NH:14][C:15](=[O:23])[C:16]3[CH:21]=[CH:20][C:19]([CH3:22])=[CH:18][CH:17]=3)[N:12]=[CH:13][C:8]=2[C:7](I)=[CH:6]1)([CH3:4])([CH3:3])[CH3:2].[CH3:25][N:26]([CH3:30])[CH2:27][CH2:28][NH2:29].CN([CH:34]=[O:35])C, predict the reaction product. The product is: [CH3:25][N:26]([CH3:30])[CH2:27][CH2:28][NH:29][C:34]([C:7]1[C:8]2[CH:13]=[N:12][C:11]([NH:14][C:15](=[O:23])[C:16]3[CH:21]=[CH:20][C:19]([CH3:22])=[CH:18][CH:17]=3)=[N:10][C:9]=2[N:5]([C:1]([CH3:4])([CH3:3])[CH3:2])[CH:6]=1)=[O:35]. (4) Given the reactants [CH3:1][N:2]1[C:6]2[CH:7]=[CH:8][C:9]([C:11]([OH:13])=O)=[CH:10][C:5]=2[N:4]=[C:3]1[NH:14][C:15]1[S:16][C:17]2[CH:23]=[C:22]([C:24]([F:27])([F:26])[F:25])[CH:21]=[CH:20][C:18]=2[N:19]=1.C(O)(=O)C.[NH2:32][CH2:33][C:34]([N:36]([CH3:38])[CH3:37])=[O:35].CN(C(ON1N=NC2C=CC=CC1=2)=[N+](C)C)C.F[P-](F)(F)(F)(F)F.CCN(C(C)C)C(C)C, predict the reaction product. The product is: [CH3:37][N:36]([CH3:38])[C:34]([CH2:33][NH:32][C:11]([C:9]1[CH:8]=[CH:7][C:6]2[N:2]([CH3:1])[C:3]([NH:14][C:15]3[S:16][C:17]4[CH:23]=[C:22]([C:24]([F:27])([F:26])[F:25])[CH:21]=[CH:20][C:18]=4[N:19]=3)=[N:4][C:5]=2[CH:10]=1)=[O:13])=[O:35]. (5) Given the reactants Cl.[CH3:2][O:3][C:4](=[O:29])[C@H:5]([CH2:7][C:8]1[CH:13]=[CH:12][C:11]([C:14]2[C:15](=[O:28])[N:16]([CH2:21][C:22]3[CH:27]=[CH:26][CH:25]=[CH:24][CH:23]=3)[CH:17]=[C:18]([Cl:20])[CH:19]=2)=[CH:10][CH:9]=1)[NH2:6].[CH3:30][O:31][CH2:32][CH2:33][C:34]1([C:39](O)=[O:40])[CH2:38][CH2:37][CH2:36][CH2:35]1.CCN(C(C)C)C(C)C.CN(C(ON1N=NC2C=CC=CC1=2)=[N+](C)C)C.F[P-](F)(F)(F)(F)F, predict the reaction product. The product is: [CH3:2][O:3][C:4](=[O:29])[C@H:5]([CH2:7][C:8]1[CH:9]=[CH:10][C:11]([C:14]2[C:15](=[O:28])[N:16]([CH2:21][C:22]3[CH:27]=[CH:26][CH:25]=[CH:24][CH:23]=3)[CH:17]=[C:18]([Cl:20])[CH:19]=2)=[CH:12][CH:13]=1)[NH:6][C:39]([C:34]1([CH2:33][CH2:32][O:31][CH3:30])[CH2:38][CH2:37][CH2:36][CH2:35]1)=[O:40]. (6) Given the reactants [I:1][C:2]1[CH:7]=[CH:6][C:5]([N:8]2[CH:12]=[N:11][C:10]([C:13]([O:15]C)=[O:14])=[N:9]2)=[CH:4][CH:3]=1.[OH-].[Na+].Cl, predict the reaction product. The product is: [I:1][C:2]1[CH:7]=[CH:6][C:5]([N:8]2[CH:12]=[N:11][C:10]([C:13]([OH:15])=[O:14])=[N:9]2)=[CH:4][CH:3]=1. (7) Given the reactants [C:1]([C:3]1[CH:4]=[N:5][CH:6]=[CH:7][CH:8]=1)#[CH:2].I[C:10]1[CH:11]=[C:12]([CH:32]=[CH:33][C:34]=1[CH3:35])[C:13]([NH:15][C:16]1[CH:21]=[C:20]([C:22]([F:25])([F:24])[F:23])[CH:19]=[C:18]([N:26]2[CH:30]=[C:29]([CH3:31])[N:28]=[CH:27]2)[CH:17]=1)=[O:14], predict the reaction product. The product is: [CH3:35][C:34]1[CH:10]=[CH:11][C:12]([C:13]([NH:15][C:16]2[CH:21]=[C:20]([C:22]([F:25])([F:24])[F:23])[CH:19]=[C:18]([N:26]3[CH:30]=[C:29]([CH3:31])[N:28]=[CH:27]3)[CH:17]=2)=[O:14])=[CH:32][C:33]=1[C:2]#[C:1][C:3]1[CH:4]=[N:5][CH:6]=[CH:7][CH:8]=1. (8) The product is: [ClH:19].[CH:9]12[CH2:11][CH:5]([CH2:4][CH:3]([CH2:2][OH:1])[CH2:10]1)[CH2:6][NH:7][CH2:8]2. Given the reactants [OH:1][CH2:2][CH:3]1[CH2:10][CH:9]2[CH2:11][CH:5]([CH2:6][N:7](C(OC(C)(C)C)=O)[CH2:8]2)[CH2:4]1.[ClH:19].C(OCC)(=O)C, predict the reaction product.